This data is from Reaction yield outcomes from USPTO patents with 853,638 reactions. The task is: Predict the reaction yield, written as a fraction of the theoretical maximum amount of product (1.0 means a 100% yield; for example, 0.34 means a 34% yield). (1) The reactants are Cl.[CH3:2][C:3]1([CH3:40])[C:30](=[O:31])[NH:29][C:6]2=[N:7][CH:8]=[C:9]([C:11]3[CH:16]=[CH:15][C:14]([C:17]4[N:21](C5CCCCO5)[CH:20]=[N:19][N:18]=4)=[CH:13][C:12]=3[CH3:28])[N:10]=[C:5]2[N:4]1[CH2:32][CH2:33][CH:34]1[CH2:39][CH2:38][O:37][CH2:36][CH2:35]1. The catalyst is O.C(O)C. The product is [CH3:2][C:3]1([CH3:40])[C:30](=[O:31])[NH:29][C:6]2=[N:7][CH:8]=[C:9]([C:11]3[CH:16]=[CH:15][C:14]([C:17]4[NH:21][CH:20]=[N:19][N:18]=4)=[CH:13][C:12]=3[CH3:28])[N:10]=[C:5]2[N:4]1[CH2:32][CH2:33][CH:34]1[CH2:35][CH2:36][O:37][CH2:38][CH2:39]1. The yield is 0.480. (2) The reactants are [C:1]1(=[O:11])[O:6][C:4](=O)[C:3]2=[CH:7][CH:8]=[CH:9][CH:10]=[C:2]12.[NH2:12][C:13]1[CH:18]=[C:17]([S:19]([CH3:22])(=[O:21])=[O:20])[CH:16]=[CH:15][C:14]=1[OH:23].O. The catalyst is C(O)(=O)C. The product is [OH:23][C:14]1[CH:15]=[CH:16][C:17]([S:19]([CH3:22])(=[O:21])=[O:20])=[CH:18][C:13]=1[N:12]1[C:1](=[O:11])[C:2]2[C:3](=[CH:7][CH:8]=[CH:9][CH:10]=2)[C:4]1=[O:6]. The yield is 0.800. (3) The reactants are [CH3:1][C:2]1[N:11]=[C:10]([N:12]([C:14]2[CH:19]=[CH:18][C:17]([N:20]([CH3:22])[CH3:21])=[CH:16][CH:15]=2)[CH3:13])[C:9]2[C:4](=[CH:5][CH:6]=[C:7]([N+:23]([O-])=O)[CH:8]=2)[N:3]=1. The catalyst is C(OCC)(=O)C.CO.[Pd]. The product is [NH2:23][C:7]1[CH:8]=[C:9]2[C:4](=[CH:5][CH:6]=1)[N:3]=[C:2]([CH3:1])[N:11]=[C:10]2[N:12]([C:14]1[CH:19]=[CH:18][C:17]([N:20]([CH3:21])[CH3:22])=[CH:16][CH:15]=1)[CH3:13]. The yield is 1.00.